Dataset: Full USPTO retrosynthesis dataset with 1.9M reactions from patents (1976-2016). Task: Predict the reactants needed to synthesize the given product. (1) Given the product [OH:16][C:12]1[C:11]([O:31][CH3:32])=[C:10]([C:8](=[O:9])[CH2:7][NH:6][C:2]([CH3:1])([CH3:5])[CH2:3][CH3:4])[CH:30]=[CH:29][C:13]=1[OH:14], predict the reactants needed to synthesize it. The reactants are: [CH3:1][C:2]([NH:6][CH2:7][C:8]([C:10]1[CH:30]=[CH:29][C:13]2[O:14]C(C3C=CC=CC=3)(C3C=CC=CC=3)[O:16][C:12]=2[C:11]=1[O:31][CH3:32])=[O:9])([CH3:5])[CH2:3][CH3:4]. (2) Given the product [O:1]1[C:5]2[CH:6]=[CH:7][CH:8]=[C:9]([C:10](=[O:12])[CH3:11])[C:4]=2[CH2:3][CH2:2]1.[CH2:3]1[CH2:2][O:1][C:5]2[CH:6]=[CH:7][C:8]3[CH2:9][CH2:10][C:21](=[O:27])[C:23]=3[C:4]1=2, predict the reactants needed to synthesize it. The reactants are: [O:1]1[C:5]2[CH:6]=[CH:7][CH:8]=[C:9]([C:10](=[O:12])[CH3:11])[C:4]=2[CH2:3][CH2:2]1.CNC1C=CC=CC=1.[C:21]([OH:27])([C:23](F)(F)F)=O.C=O. (3) Given the product [Cl:3][C:4]1[C:9]([C:10]2[CH:11]=[CH:12][CH:13]=[CH:14][CH:15]=2)=[N:8][N:7]=[C:6]2[NH:16][N:17]=[C:18]([I:19])[C:5]=12.[Cl:3][C:4]1[C:9]([C:10]2[CH:11]=[CH:12][CH:13]=[CH:14][CH:15]=2)=[N:8][N:7]=[C:6]2[N:16]([CH2:21][C:22]([N:24]3[CH2:28][CH2:27][CH2:26][CH2:25]3)=[O:23])[N:17]=[C:18]([I:19])[C:5]=12, predict the reactants needed to synthesize it. The reactants are: [H-].[Na+].[Cl:3][C:4]1[C:9]([C:10]2[CH:15]=[CH:14][CH:13]=[CH:12][CH:11]=2)=[N:8][N:7]=[C:6]2[NH:16][N:17]=[C:18]([I:19])[C:5]=12.Cl[CH2:21][C:22]([N:24]1[CH2:28][CH2:27][CH2:26][CH2:25]1)=[O:23].[Li+].[Cl-]. (4) Given the product [C:1]([O:5][C:6](=[O:24])[NH:7][CH:8]([C:16]1[C:20]([CH2:21][CH3:22])=[C:19]([NH2:23])[N:18]([CH3:25])[N:17]=1)[CH2:9][C:10]1[CH:15]=[CH:14][CH:13]=[CH:12][CH:11]=1)([CH3:2])([CH3:4])[CH3:3], predict the reactants needed to synthesize it. The reactants are: [C:1]([O:5][C:6](=[O:24])[NH:7][CH:8]([C:16]1[C:20]([CH2:21][CH3:22])=[C:19]([NH2:23])[NH:18][N:17]=1)[CH2:9][C:10]1[CH:15]=[CH:14][CH:13]=[CH:12][CH:11]=1)([CH3:4])([CH3:3])[CH3:2].[CH3:25]NN. (5) Given the product [OH:15][C:12]([C:4]1[C:3]([CH:2]=[O:1])=[C:7]2[CH:8]=[CH:9][CH:10]=[CH:11][N:6]2[N:5]=1)([CH3:13])[CH3:14], predict the reactants needed to synthesize it. The reactants are: [OH:1][CH2:2][C:3]1[C:4]([C:12]([OH:15])([CH3:14])[CH3:13])=[N:5][N:6]2[CH:11]=[CH:10][CH:9]=[CH:8][C:7]=12. (6) Given the product [F:27][C:15]1[CH:14]=[C:13]([C:12]#[C:11][C:6]2[CH:7]=[C:8]([O:9][CH3:10])[C:3]([O:2][CH3:1])=[N:4][CH:5]=2)[CH:18]=[CH:17][CH:16]=1, predict the reactants needed to synthesize it. The reactants are: [CH3:1][O:2][C:3]1[C:8]([O:9][CH3:10])=[CH:7][C:6]([C:11]#[C:12][C:13]2[CH:18]=[CH:17][CH:16]=[CH:15][C:14]=2C)=[CH:5][N:4]=1.IC1C=CC=C([F:27])C=1. (7) Given the product [CH:35]1([C:34]2[C:33]3[C:28](=[CH:29][CH:30]=[CH:31][CH:32]=3)[CH:27]=[N:26][C:25]=2[N:12]([CH2:13][C:14]2[CH:15]=[CH:16][C:17]([O:20][C:21]([F:24])([F:22])[F:23])=[CH:18][CH:19]=2)[S:9]([C:6]2[CH:5]=[CH:4][C:3]([CH2:2][NH:1][S:47]([C:46]([F:59])([F:58])[F:45])(=[O:49])=[O:48])=[CH:8][CH:7]=2)(=[O:10])=[O:11])[CH2:37][CH2:36]1, predict the reactants needed to synthesize it. The reactants are: [NH2:1][CH2:2][C:3]1[CH:8]=[CH:7][C:6]([S:9]([N:12]([C:25]2[N:26]=[CH:27][C:28]3[C:33]([C:34]=2[CH:35]2[CH2:37][CH2:36]2)=[CH:32][CH:31]=[CH:30][CH:29]=3)[CH2:13][C:14]2[CH:19]=[CH:18][C:17]([O:20][C:21]([F:24])([F:23])[F:22])=[CH:16][CH:15]=2)(=[O:11])=[O:10])=[CH:5][CH:4]=1.C(N(CC)CC)C.[F:45][C:46]([F:59])([F:58])[S:47](O[S:47]([C:46]([F:59])([F:58])[F:45])(=[O:49])=[O:48])(=[O:49])=[O:48].C(OCC)(=O)C.